From a dataset of NCI-60 drug combinations with 297,098 pairs across 59 cell lines. Regression. Given two drug SMILES strings and cell line genomic features, predict the synergy score measuring deviation from expected non-interaction effect. (1) Drug 1: C1CCN(CC1)CCOC2=CC=C(C=C2)C(=O)C3=C(SC4=C3C=CC(=C4)O)C5=CC=C(C=C5)O. Drug 2: C1C(C(OC1N2C=NC(=NC2=O)N)CO)O. Cell line: KM12. Synergy scores: CSS=3.75, Synergy_ZIP=-1.02, Synergy_Bliss=1.38, Synergy_Loewe=-8.44, Synergy_HSA=-4.16. (2) Drug 1: CC1OCC2C(O1)C(C(C(O2)OC3C4COC(=O)C4C(C5=CC6=C(C=C35)OCO6)C7=CC(=C(C(=C7)OC)O)OC)O)O. Drug 2: C(CC(=O)O)C(=O)CN.Cl. Cell line: LOX IMVI. Synergy scores: CSS=24.8, Synergy_ZIP=-9.46, Synergy_Bliss=-10.6, Synergy_Loewe=-7.19, Synergy_HSA=-4.76. (3) Drug 1: C1=CN(C(=O)N=C1N)C2C(C(C(O2)CO)O)O.Cl. Drug 2: CC12CCC3C(C1CCC2OP(=O)(O)O)CCC4=C3C=CC(=C4)OC(=O)N(CCCl)CCCl.[Na+]. Cell line: COLO 205. Synergy scores: CSS=48.7, Synergy_ZIP=0.617, Synergy_Bliss=-2.09, Synergy_Loewe=-13.4, Synergy_HSA=0.610. (4) Drug 1: C1CN1P(=S)(N2CC2)N3CC3. Drug 2: CNC(=O)C1=NC=CC(=C1)OC2=CC=C(C=C2)NC(=O)NC3=CC(=C(C=C3)Cl)C(F)(F)F. Cell line: NCI-H460. Synergy scores: CSS=49.5, Synergy_ZIP=2.87, Synergy_Bliss=-2.16, Synergy_Loewe=-29.2, Synergy_HSA=-1.66. (5) Drug 2: C1CC(=O)NC(=O)C1N2C(=O)C3=CC=CC=C3C2=O. Drug 1: CN(C)C1=NC(=NC(=N1)N(C)C)N(C)C. Cell line: EKVX. Synergy scores: CSS=8.84, Synergy_ZIP=8.34, Synergy_Bliss=14.5, Synergy_Loewe=12.6, Synergy_HSA=11.7. (6) Drug 1: CC(C1=C(C=CC(=C1Cl)F)Cl)OC2=C(N=CC(=C2)C3=CN(N=C3)C4CCNCC4)N. Drug 2: CC1OCC2C(O1)C(C(C(O2)OC3C4COC(=O)C4C(C5=CC6=C(C=C35)OCO6)C7=CC(=C(C(=C7)OC)O)OC)O)O. Cell line: SNB-19. Synergy scores: CSS=58.0, Synergy_ZIP=12.2, Synergy_Bliss=11.8, Synergy_Loewe=9.21, Synergy_HSA=13.1.